This data is from Catalyst prediction with 721,799 reactions and 888 catalyst types from USPTO. The task is: Predict which catalyst facilitates the given reaction. (1) Reactant: C(OC([NH:8][C@@H:9]1[CH2:12][C@H:11]([C:13]([OH:15])=[O:14])[C:10]1([CH3:17])[CH3:16])=O)(C)(C)C.FC(F)(F)C(O)=O. Product: [NH2:8][C@@H:9]1[CH2:12][C@H:11]([C:13]([OH:15])=[O:14])[C:10]1([CH3:17])[CH3:16]. The catalyst class is: 426. (2) Product: [C:10]1([CH3:9])[CH:16]=[CH:15][CH:14]=[CH:13][C:11]=1[NH:12][C:5]1[C:4]([NH:12][C:11]2[CH:13]=[CH:14][CH:15]=[CH:16][C:10]=2[CH3:9])=[N:3][C:2](=[O:1])[C:7](=[O:8])[CH:6]=1. Reactant: [OH:1][C:2]1[C:7]([OH:8])=[CH:6][CH:5]=[CH:4][N:3]=1.[CH3:9][C:10]1[CH:16]=[CH:15][CH:14]=[CH:13][C:11]=1[NH2:12]. The catalyst class is: 283. (3) The catalyst class is: 32. Product: [ClH:36].[CH:1]([O:4][C:5]1[CH:10]=[CH:9][CH:8]=[CH:7][C:6]=1[N:11]1[CH2:16][CH2:15][N:14]([CH2:17][C:18](=[O:31])[CH2:19][N:20]2[C:28](=[O:29])[CH:27]3[CH:22]([CH2:23][CH:24]=[CH:25][CH2:26]3)[C:21]2=[O:30])[CH2:13][CH2:12]1)([CH3:3])[CH3:2]. Reactant: [CH:1]([O:4][C:5]1[CH:10]=[CH:9][CH:8]=[CH:7][C:6]=1[N:11]1[CH2:16][CH2:15][N:14]([CH2:17][C:18](=[O:31])[CH2:19][N:20]2[C:28](=[O:29])[CH:27]3[CH:22]([CH2:23][CH:24]=[CH:25][CH2:26]3)[C:21]2=[O:30])[CH2:13][CH2:12]1)([CH3:3])[CH3:2].C(O)(C)C.[ClH:36]. (4) The catalyst class is: 63. Reactant: [N:1]([CH2:4][C:5]1[CH:10]=[CH:9][C:8]([C:11]2[CH:16]=[CH:15][CH:14]=[CH:13][C:12]=2[C:17]([O:19][C:20]([CH3:23])([CH3:22])[CH3:21])=[O:18])=[CH:7][CH:6]=1)=[N+]=[N-]. Product: [NH2:1][CH2:4][C:5]1[CH:10]=[CH:9][C:8]([C:11]2[CH:16]=[CH:15][CH:14]=[CH:13][C:12]=2[C:17]([O:19][C:20]([CH3:23])([CH3:22])[CH3:21])=[O:18])=[CH:7][CH:6]=1. (5) Reactant: [CH3:1][C:2]1[C:3]([O:11][C:12]2[CH:17]=[CH:16][N:15]=[C:14]([NH2:18])[CH:13]=2)=[N:4][CH:5]=[C:6]([N+:8]([O-:10])=[O:9])[CH:7]=1.[CH3:19][C:20]([O:23][C:24](O[C:24]([O:23][C:20]([CH3:22])([CH3:21])[CH3:19])=[O:25])=[O:25])([CH3:22])[CH3:21]. Product: [CH3:1][C:2]1[C:3]([O:11][C:12]2[CH:17]=[CH:16][N:15]=[C:14]([NH:18][C:24](=[O:25])[O:23][C:20]([CH3:22])([CH3:21])[CH3:19])[CH:13]=2)=[N:4][CH:5]=[C:6]([N+:8]([O-:10])=[O:9])[CH:7]=1. The catalyst class is: 218. (6) Reactant: [C:1]([O:5][C:6](=[O:20])[CH2:7][CH2:8][S:9][CH2:10][C:11]1[CH:12]=[C:13]([CH:17]=[CH:18][CH:19]=1)[C:14]([OH:16])=O)([CH3:4])([CH3:3])[CH3:2].CCN=C=NCCCN(C)C.Cl.[NH2:33][C:34]1[CH:56]=[CH:55][C:54]([N:57]2[CH2:62][CH2:61][CH2:60][CH2:59][CH2:58]2)=[CH:53][C:35]=1[C:36]([NH:38][C:39]1[N:44]=[CH:43][C:42]([C:45]2[CH:50]=[CH:49][C:48]([CH3:51])=[C:47]([CH3:52])[CH:46]=2)=[CH:41][N:40]=1)=[O:37]. Product: [CH3:52][C:47]1[CH:46]=[C:45]([C:42]2[CH:41]=[N:40][C:39]([NH:38][C:36]([C:35]3[CH:53]=[C:54]([N:57]4[CH2:62][CH2:61][CH2:60][CH2:59][CH2:58]4)[CH:55]=[CH:56][C:34]=3[NH:33][C:14]([C:13]3[CH:12]=[C:11]([CH:19]=[CH:18][CH:17]=3)[CH2:10][S:9][CH2:8][CH2:7][C:6]([O:5][C:1]([CH3:2])([CH3:3])[CH3:4])=[O:20])=[O:16])=[O:37])=[N:44][CH:43]=2)[CH:50]=[CH:49][C:48]=1[CH3:51]. The catalyst class is: 112. (7) Reactant: CC(C)([O-])C.[K+].[CH3:7][C:8]1[C:9]([C:18]([O:20]CC)=O)=[N:10][C:11]2[C:16]([N:17]=1)=[CH:15][CH:14]=[CH:13][CH:12]=2.[C:23](#[N:25])[CH3:24].O. The catalyst class is: 11. Product: [CH3:7][C:8]1[C:9]([C:18](=[O:20])[CH2:24][C:23]#[N:25])=[N:10][C:11]2[C:16]([N:17]=1)=[CH:15][CH:14]=[CH:13][CH:12]=2. (8) Reactant: [Cl:1][C:2]1[CH:11]=[CH:10][C:9]2[C:4](=[CH:5][CH:6]=[C:7]([O:12][CH3:13])[CH:8]=2)[N:3]=1.[Br:14]Br. Product: [Br:14][C:8]1[C:7]([O:12][CH3:13])=[CH:6][CH:5]=[C:4]2[C:9]=1[CH:10]=[CH:11][C:2]([Cl:1])=[N:3]2. The catalyst class is: 2. (9) Reactant: [F:1][C:2]1[C:36]([O:37][CH3:38])=[CH:35][C:34]([O:39][CH3:40])=[C:33]([F:41])[C:3]=1[CH2:4][O:5][C:6]1[CH:7]=[N:8][C:9]([NH:12][C:13]2[CH:18]=[CH:17][C:16]([N:19]3[CH2:24][CH2:23][NH:22][CH2:21][CH2:20]3)=[C:15]([O:25][CH2:26][CH2:27][N:28]3[CH:32]=[CH:31][CH:30]=[N:29]3)[CH:14]=2)=[N:10][CH:11]=1.C=O.[C:44](O[BH-](OC(=O)C)OC(=O)C)(=O)C.[Na+].C(=O)([O-])O.[Na+]. Product: [F:41][C:33]1[C:34]([O:39][CH3:40])=[CH:35][C:36]([O:37][CH3:38])=[C:2]([F:1])[C:3]=1[CH2:4][O:5][C:6]1[CH:7]=[N:8][C:9]([NH:12][C:13]2[CH:18]=[CH:17][C:16]([N:19]3[CH2:20][CH2:21][N:22]([CH3:44])[CH2:23][CH2:24]3)=[C:15]([O:25][CH2:26][CH2:27][N:28]3[CH:32]=[CH:31][CH:30]=[N:29]3)[CH:14]=2)=[N:10][CH:11]=1. The catalyst class is: 411. (10) Reactant: CC1(C)CCCC(C)(C)N1.C([Li])CCC.[B:16](OC(C)C)([O:21]C(C)C)[O:17]C(C)C.[CH:29]1([C:35]2[CH:40]=[CH:39][CH:38]=[C:37]([F:41])[C:36]=2[O:42][CH2:43][O:44][CH3:45])[CH2:34][CH2:33][CH2:32][CH2:31][CH2:30]1. The catalyst class is: 1. Product: [CH:29]1([C:35]2[CH:40]=[CH:39][C:38]([B:16]([OH:21])[OH:17])=[C:37]([F:41])[C:36]=2[O:42][CH2:43][O:44][CH3:45])[CH2:30][CH2:31][CH2:32][CH2:33][CH2:34]1.